From a dataset of Forward reaction prediction with 1.9M reactions from USPTO patents (1976-2016). Predict the product of the given reaction. (1) The product is: [CH:20]([N:23]1[CH2:28][CH2:27][N:26]([C:2]2[CH:7]=[CH:6][C:5]([N+:8]([O-:10])=[O:9])=[CH:4][CH:3]=2)[CH2:25][CH2:24]1)([CH3:22])[CH3:21]. Given the reactants F[C:2]1[CH:7]=[CH:6][C:5]([N+:8]([O-:10])=[O:9])=[CH:4][CH:3]=1.CCN(C(C)C)C(C)C.[CH:20]([N:23]1[CH2:28][CH2:27][NH:26][CH2:25][CH2:24]1)([CH3:22])[CH3:21], predict the reaction product. (2) The product is: [CH2:9]([C:10]1[C:26]([C:23]2[CH:22]=[CH:21][CH:20]=[CH:25][CH:24]=2)=[C:27]2[C:13](=[C:12]([C:55]3[CH:56]=[CH:57][CH:58]=[CH:59][CH:60]=3)[C:11]=1[CH2:1][CH2:2][CH2:3][CH2:4][CH2:5][CH2:6][CH2:7][CH3:8])[C:14]1=[C:33]3[C:28]2=[CH:29][CH:30]=[CH:19][C:18]3=[CH:17][CH:16]=[CH:15]1)[CH2:8][CH2:7][CH2:6][CH2:5][CH2:4][CH2:3][CH2:2][CH3:1]. Given the reactants [CH3:1][CH2:2][CH2:3][CH2:4][CH2:5][CH2:6][CH2:7][CH2:8][C:9]#[C:10][CH2:11][CH2:12][CH2:13][CH2:14][CH2:15][CH2:16][CH2:17][CH2:18][CH3:19].[CH:20]1[CH:25]=[CH:24][C:23]([C:26]2C(=O)C(C3C=CC=CC=3)=C3[C:27]=2[C:28]2[C:33]4C3=CC=CC=4C=[CH:30][CH:29]=2)=[CH:22][CH:21]=1.[C:55]1(O[C:55]2[CH:60]=[CH:59][CH:58]=[CH:57][CH:56]=2)[CH:60]=[CH:59][CH:58]=[CH:57][CH:56]=1, predict the reaction product. (3) Given the reactants C([O:8][C:9]1[C:14]2[N:15]([CH:18]([F:20])[F:19])[CH:16]=[N:17][C:13]=2[CH:12]=[C:11]([C:21]2[CH:22]=[N:23][N:24]([C:26]([CH3:29])([CH3:28])[CH3:27])[CH:25]=2)[N:10]=1)C1C=CC=CC=1.C([O-])=O.[NH4+], predict the reaction product. The product is: [C:26]([N:24]1[CH:25]=[C:21]([C:11]2[NH:10][C:9](=[O:8])[C:14]3[N:15]([CH:18]([F:19])[F:20])[CH:16]=[N:17][C:13]=3[CH:12]=2)[CH:22]=[N:23]1)([CH3:29])([CH3:27])[CH3:28]. (4) The product is: [N+:1]([C:4]1[CH:5]=[C:6]([CH:10]=[C:11]([C:13]([F:14])([F:15])[F:16])[CH:12]=1)[C:7]([O:9][CH3:17])=[O:8])([O-:3])=[O:2]. Given the reactants [N+:1]([C:4]1[CH:5]=[C:6]([CH:10]=[C:11]([C:13]([F:16])([F:15])[F:14])[CH:12]=1)[C:7]([OH:9])=[O:8])([O-:3])=[O:2].[C:17](=O)([O-])[O-].[K+].[K+].IC, predict the reaction product. (5) Given the reactants [F:1][C:2]([F:7])([F:6])[C:3]([OH:5])=[O:4].C([O:12][C:13]1[C:18]2[N:19]=[C:20]([O:22]C(C)C)[S:21][C:17]=2[C:16]([C@@H:26]([OH:59])[CH2:27][NH:28][C@@H:29]2[CH2:33][CH2:32][N:31]([C:34](=[O:58])[CH2:35][N:36]3[CH2:41][CH2:40][CH:39]([O:42][C:43](=[O:57])[NH:44][C:45]4[CH:50]=[CH:49][CH:48]=[CH:47][C:46]=4[C:51]4[CH:56]=[CH:55][CH:54]=[CH:53][CH:52]=4)[CH2:38][CH2:37]3)[CH2:30]2)=[CH:15][CH:14]=1)(C)(C)C.CC#N, predict the reaction product. The product is: [F:1][C:2]([F:7])([F:6])[C:3]([OH:5])=[O:4].[OH:59][C@H:26]([C:16]1[C:17]2[S:21][C:20](=[O:22])[NH:19][C:18]=2[C:13]([OH:12])=[CH:14][CH:15]=1)[CH2:27][NH:28][C@@H:29]1[CH2:33][CH2:32][N:31]([C:34](=[O:58])[CH2:35][N:36]2[CH2:41][CH2:40][CH:39]([O:42][C:43](=[O:57])[NH:44][C:45]3[CH:50]=[CH:49][CH:48]=[CH:47][C:46]=3[C:51]3[CH:56]=[CH:55][CH:54]=[CH:53][CH:52]=3)[CH2:38][CH2:37]2)[CH2:30]1.[F:1][C:2]([F:7])([F:6])[C:3]([OH:5])=[O:4].